From a dataset of Experimentally validated miRNA-target interactions with 360,000+ pairs, plus equal number of negative samples. Binary Classification. Given a miRNA mature sequence and a target amino acid sequence, predict their likelihood of interaction. (1) The protein sequence of the target gene is MTTSLQDGQSAAGRAGAQDSPLAVQVCRVAQGKGDAQDPAQVPGLHALSPASDATLRGAIDRRKMKDLDVLEKPPIPNPFPELCCSPLTSVLSAGLFPRANSRKKQVIKVYSEDETSRALEVPSDITARDVCQLLILKNHYVDDNSWTLFEHLSHIGLERTVEDHELPTEVLSHWGVEEDNKLYLRKNYAKYEFFKNPMYFFPEHMVSFAAEMNGDRSPTQILQVFLSSSTYPEIHGFLHAKEQGKKSWKKAYFFLRRSGLYFSTKGTSKEPRHLQLFSEFSTSHVYMSLAGKKKHGAPT.... Result: 0 (no interaction). The miRNA is hsa-miR-4783-5p with sequence GGCGCGCCCAGCUCCCGGGCU. (2) The miRNA is hsa-miR-5584-5p with sequence CAGGGAAAUGGGAAGAACUAGA. The protein sequence of the target gene is MVTQILGAMESQVGGGPAGPALPNGPLLGTNGATDDSKTNLIVNYLPQNMTQDEFKSLFGSIGDIESCKLVRDKITGQSLGYGFVNYSDPNDADKAINTLNGLKLQTKTIKVSYARPSSASIRDANLYVSGLPKTMSQKEMEQLFSQYGRIITSRILLDQATGVSRGVGFIRFDKRIEAEEAIKGLNGQKPLGAAEPITVKFANNPSQKTGQALLTHLYQSSARRYAGPLHHQTQRFRLDNLLNMAYGVKSPLSLIARFSPIAIDGMSGLAGVGLSGGAAGAGWCIFVYNLSPEADESVL.... Result: 0 (no interaction). (3) The miRNA is hsa-let-7b-3p with sequence CUAUACAACCUACUGCCUUCCC. The protein sequence of the target gene is MVLSQRQRDELNRAIADYLRSNGYEEAYSVFKKEAELDVNEELDKKYAGLLEKKWTSVIRLQKKVMELESKLNEAKEEFTSGGPLGQKRDPKEWIPRPPEKYALSGHRSPVTRVIFHPVFSVMVSASEDATIKVWDYETGDFERTLKGHTDSVQDISFDHSGKLLASCSADMTIKLWDFQGFECIRTMHGHDHNVSSVAIMPNGDHIVSASRDKTIKMWEVQTGYCVKTFTGHREWVRMVRPNQDGTLIASCSNDQTVRVWVVATKECKAELREHEHVVECISWAPESSYSSISEATGSE.... Result: 0 (no interaction).